This data is from Peptide-MHC class I binding affinity with 185,985 pairs from IEDB/IMGT. The task is: Regression. Given a peptide amino acid sequence and an MHC pseudo amino acid sequence, predict their binding affinity value. This is MHC class I binding data. (1) The peptide sequence is YELLRYNEY. The MHC is HLA-A02:01 with pseudo-sequence HLA-A02:01. The binding affinity (normalized) is 0.0847. (2) The peptide sequence is NYKFALWRV. The binding affinity (normalized) is 0.288. The MHC is Patr-A0901 with pseudo-sequence Patr-A0901. (3) The peptide sequence is TFGNPVIPFK. The MHC is HLA-A33:01 with pseudo-sequence HLA-A33:01. The binding affinity (normalized) is 0.254. (4) The peptide sequence is MVFQNYALY. The MHC is HLA-B08:01 with pseudo-sequence HLA-B08:01. The binding affinity (normalized) is 0.0847. (5) The peptide sequence is WTEHRQVRY. The MHC is HLA-B08:02 with pseudo-sequence HLA-B08:02. The binding affinity (normalized) is 0.0847. (6) The peptide sequence is TMMRHRREL. The MHC is HLA-A02:16 with pseudo-sequence HLA-A02:16. The binding affinity (normalized) is 0.0847. (7) The MHC is HLA-A68:02 with pseudo-sequence YYAMYRNNVAQTDVDTLYIRYHYYTWAVWAYTWY. The peptide sequence is EFKRRLKDL. The binding affinity (normalized) is 0.0847. (8) The peptide sequence is SMLTNAISSR. The MHC is HLA-A33:01 with pseudo-sequence HLA-A33:01. The binding affinity (normalized) is 0.283. (9) The peptide sequence is NASKFVYVSV. The MHC is HLA-A68:02 with pseudo-sequence HLA-A68:02. The binding affinity (normalized) is 0.574.